From a dataset of Forward reaction prediction with 1.9M reactions from USPTO patents (1976-2016). Predict the product of the given reaction. (1) Given the reactants [F:1][C:2]1[CH:7]=[CH:6][C:5]([O:8][CH3:9])=[CH:4][C:3]=1[C:10]1[CH:15]=[CH:14][C:13]([CH2:16][OH:17])=[CH:12][C:11]=1[CH:18]([OH:23])[C:19]([CH3:22])([CH3:21])[CH3:20].[Si:24](Cl)([C:27]([CH3:30])([CH3:29])[CH3:28])([CH3:26])[CH3:25], predict the reaction product. The product is: [CH3:28][C:27]([Si:24]([CH3:26])([CH3:25])[O:17][CH2:16][C:13]1[CH:14]=[CH:15][C:10]([C:3]2[CH:4]=[C:5]([O:8][CH3:9])[CH:6]=[CH:7][C:2]=2[F:1])=[C:11]([CH:18]([OH:23])[C:19]([CH3:20])([CH3:22])[CH3:21])[CH:12]=1)([CH3:30])[CH3:29]. (2) Given the reactants [F:1][C:2]1[CH:3]=[C:4]([CH2:12][OH:13])[C:5]2[O:9][C:8]([CH3:10])=[CH:7][C:6]=2[CH:11]=1.C(N(CC)CC)C.[CH3:21][S:22](Cl)(=[O:24])=[O:23], predict the reaction product. The product is: [CH3:21][S:22]([O:13][CH2:12][C:4]1[C:5]2[O:9][C:8]([CH3:10])=[CH:7][C:6]=2[CH:11]=[C:2]([F:1])[CH:3]=1)(=[O:24])=[O:23]. (3) Given the reactants I[C:2]1[CH:7]=[CH:6][C:5]([N:8]2[C@@H:12]([C:13]3[CH:18]=[CH:17][CH:16]=[CH:15][CH:14]=3)[C:11]([CH3:20])([CH3:19])[O:10][C:9]2=[O:21])=[CH:4][CH:3]=1.C(=O)([O-])[O-].[Na+].[Na+].[F:28][C:29]1[C:34]([C:35]2[N:40]=[CH:39][CH:38]=[CH:37][N:36]=2)=[CH:33][C:32](B2OC(C)(C)C(C)(C)O2)=[CH:31][N:30]=1, predict the reaction product. The product is: [F:28][C:29]1[N:30]=[CH:31][C:32]([C:2]2[CH:7]=[CH:6][C:5]([N:8]3[C@@H:12]([C:13]4[CH:18]=[CH:17][CH:16]=[CH:15][CH:14]=4)[C:11]([CH3:20])([CH3:19])[O:10][C:9]3=[O:21])=[CH:4][CH:3]=2)=[CH:33][C:34]=1[C:35]1[N:36]=[CH:37][CH:38]=[CH:39][N:40]=1. (4) Given the reactants [CH3:1][O:2][C:3]1[CH:15]=[C:14]([O:16][CH3:17])[CH:13]=[CH:12][C:4]=1[CH2:5][NH:6][C:7]1[S:8][CH:9]=[CH:10][N:11]=1.C[Si](C)(C)[N-][Si](C)(C)C.[Li+].[I:28][C:29]1[CH:30]=[CH:31][C:32]([S:35](Cl)(=[O:37])=[O:36])=[N:33][CH:34]=1, predict the reaction product. The product is: [CH3:1][O:2][C:3]1[CH:15]=[C:14]([O:16][CH3:17])[CH:13]=[CH:12][C:4]=1[CH2:5][N:6]([C:7]1[S:8][CH:9]=[CH:10][N:11]=1)[S:35]([C:32]1[CH:31]=[CH:30][C:29]([I:28])=[CH:34][N:33]=1)(=[O:37])=[O:36]. (5) The product is: [F:1][C:2]1[C:29]([NH:30][S:31]([CH2:34][CH2:35][CH3:36])(=[O:33])=[O:32])=[CH:28][CH:27]=[C:26]([F:37])[C:3]=1[C:4]([NH:6][C:7]1[CH:8]=[C:9]2[CH:15]=[C:14]([CH3:38])[NH:13][C:10]2=[N:11][CH:12]=1)=[O:5]. Given the reactants [F:1][C:2]1[C:29]([NH:30][S:31]([CH2:34][CH2:35][CH3:36])(=[O:33])=[O:32])=[CH:28][CH:27]=[C:26]([F:37])[C:3]=1[C:4]([NH:6][C:7]1[CH:8]=[C:9]2[C:15](C)=[CH:14][N:13](S(C3C=CC=CC=3)(=O)=O)[C:10]2=[N:11][CH:12]=1)=[O:5].[C:38]([O-])([O-])=O.[K+].[K+], predict the reaction product. (6) Given the reactants [N+:1]([C:4]1[CH:35]=[CH:34][C:7]([O:8][CH:9]([CH3:33])[C:10]([O:12][CH2:13][CH2:14][O:15][CH2:16][CH2:17][O:18][C:19](=[O:32])[CH:20]([O:22][C:23]2[CH:28]=[CH:27][C:26]([N+:29]([O-])=O)=[CH:25][CH:24]=2)[CH3:21])=[O:11])=[CH:6][CH:5]=1)([O-])=O, predict the reaction product. The product is: [NH2:29][C:26]1[CH:25]=[CH:24][C:23]([O:22][CH:20]([CH3:21])[C:19]([O:18][CH2:17][CH2:16][O:15][CH2:14][CH2:13][O:12][C:10](=[O:11])[CH:9]([O:8][C:7]2[CH:6]=[CH:5][C:4]([NH2:1])=[CH:35][CH:34]=2)[CH3:33])=[O:32])=[CH:28][CH:27]=1. (7) Given the reactants [OH:1][CH2:2][C@@H:3]([NH:11][C:12](=[O:18])[O:13][C:14]([CH3:17])([CH3:16])[CH3:15])[CH2:4][CH:5]1[CH2:10][CH2:9][CH2:8][CH2:7][O:6]1.CCN(CC)CC.[CH3:26][S:27](Cl)(=[O:29])=[O:28], predict the reaction product. The product is: [CH3:26][S:27]([O:1][CH2:2][C@@H:3]([NH:11][C:12]([O:13][C:14]([CH3:15])([CH3:17])[CH3:16])=[O:18])[CH2:4][CH:5]1[CH2:10][CH2:9][CH2:8][CH2:7][O:6]1)(=[O:29])=[O:28].